From a dataset of TCR-epitope binding with 47,182 pairs between 192 epitopes and 23,139 TCRs. Binary Classification. Given a T-cell receptor sequence (or CDR3 region) and an epitope sequence, predict whether binding occurs between them. (1) The TCR CDR3 sequence is CASRGPGLAFELFF. The epitope is KPLEFGATSAAL. Result: 1 (the TCR binds to the epitope). (2) The epitope is AVFDRKSDAK. The TCR CDR3 sequence is CASSFVGQGGTEAFF. Result: 1 (the TCR binds to the epitope). (3) The epitope is YLNTLTLAV. The TCR CDR3 sequence is CSVLTGNGYTF. Result: 1 (the TCR binds to the epitope). (4) The epitope is RILGAGCFV. The TCR CDR3 sequence is CASSLGGRLAGGRTGELFF. Result: 0 (the TCR does not bind to the epitope). (5) The epitope is QECVRGTTVL. The TCR CDR3 sequence is CASLGSASPLHF. Result: 0 (the TCR does not bind to the epitope). (6) The epitope is CTELKLSDY. The TCR CDR3 sequence is CASRGTSGDTDTQYF. Result: 0 (the TCR does not bind to the epitope).